Dataset: Reaction yield outcomes from USPTO patents with 853,638 reactions. Task: Predict the reaction yield, written as a fraction of the theoretical maximum amount of product (1.0 means a 100% yield; for example, 0.34 means a 34% yield). (1) The reactants are [CH:1]1([N:6]2[C:11]3[N:12]=[C:13]([NH:17][C:18]4[CH:26]=[CH:25][C:21]([C:22](O)=[O:23])=[CH:20][CH:19]=4)[N:14]=[C:15]([CH3:16])[C:10]=3[CH:9]=[CH:8][C:7]2=[O:27])[CH2:5][CH2:4][CH2:3][CH2:2]1.[NH2:28][C:29]1[CH:30]=[C:31]([C:35]([O:37][CH3:38])=[O:36])[N:32]([CH3:34])[CH:33]=1. No catalyst specified. The product is [CH:1]1([N:6]2[C:11]3[N:12]=[C:13]([NH:17][C:18]4[CH:19]=[CH:20][C:21]([C:22]([NH:28][C:29]5[CH:30]=[C:31]([C:35]([O:37][CH3:38])=[O:36])[N:32]([CH3:34])[CH:33]=5)=[O:23])=[CH:25][CH:26]=4)[N:14]=[C:15]([CH3:16])[C:10]=3[CH:9]=[CH:8][C:7]2=[O:27])[CH2:5][CH2:4][CH2:3][CH2:2]1. The yield is 0.310. (2) The reactants are Br[C:2]1[CH:7]=[C:6]([O:8][CH3:9])[CH:5]=[CH:4][C:3]=1[N:10]([C:19]([C:21]1[S:22][C:23]([CH3:26])=[CH:24][CH:25]=1)=[O:20])C(C1SC(C)=CC=1)=O. The catalyst is CC(C)([P](C(C)(C)C)([Pd][P](C(C)(C)C)(C(C)(C)C)C(C)(C)C)C(C)(C)C)C. The product is [CH3:9][O:8][C:6]1[CH:7]=[CH:2][C:3]2[NH:10][C:19](=[O:20])[C:21]3[S:22][C:23]([CH3:26])=[CH:24][C:25]=3[C:4]=2[CH:5]=1. The yield is 0.480. (3) The reactants are Br.BrC[C:4]([C:6]1[CH:11]=[CH:10][N:9]=[C:8]([C:12]2[CH:17]=[CH:16][CH:15]=[CH:14][C:13]=2[F:18])[CH:7]=1)=O.FC1C=CC=CC=1B(O)O.ClC1C=C(C#N)C=C[N:31]=1.C(=O)([O-])[O-].[Na+].[Na+]. The catalyst is COCCOC.C(O)C. The product is [F:18][C:13]1[CH:14]=[CH:15][CH:16]=[CH:17][C:12]=1[C:8]1[CH:7]=[C:6]([CH:11]=[CH:10][N:9]=1)[C:4]#[N:31]. The yield is 0.900. (4) The reactants are [O:1]=[S:2]1(=[O:25])[CH2:6][CH2:5][CH2:4][N:3]1[C:7]1[CH:8]=[C:9]([C:13]2[N:21]3[C:16]([CH:17]=[N:18][C:19](S(C)=O)=[N:20]3)=[CH:15][CH:14]=2)[CH:10]=[CH:11][CH:12]=1.[CH3:26][N:27]1[CH2:32][CH2:31][N:30]([C:33]2[CH:34]=[C:35]([CH:37]=[CH:38][CH:39]=2)[NH2:36])[CH2:29][CH2:28]1. No catalyst specified. The product is [O:1]=[S:2]1(=[O:25])[CH2:6][CH2:5][CH2:4][N:3]1[C:7]1[CH:8]=[C:9]([C:13]2[N:21]3[C:16]([CH:17]=[N:18][C:19]([NH:36][C:35]4[CH:37]=[CH:38][CH:39]=[C:33]([N:30]5[CH2:29][CH2:28][N:27]([CH3:26])[CH2:32][CH2:31]5)[CH:34]=4)=[N:20]3)=[CH:15][CH:14]=2)[CH:10]=[CH:11][CH:12]=1. The yield is 0.180. (5) The reactants are [Br:1][C:2]1[CH:3]=[CH:4][C:5]([N+]([O-])=O)=[N:6][CH:7]=1.[CH3:11][O-:12].[Na+]. The catalyst is CO.O. The product is [Br:1][C:2]1[CH:3]=[CH:4][C:5]([O:12][CH3:11])=[N:6][CH:7]=1. The yield is 0.540.